From a dataset of Full USPTO retrosynthesis dataset with 1.9M reactions from patents (1976-2016). Predict the reactants needed to synthesize the given product. (1) Given the product [F:16][CH:15]([F:17])[C:10]1[C:9]2[C:5]([CH2:4][C:3]([OH:2])=[O:18])=[CH:6][S:7][C:8]=2[CH:13]=[C:12]([O:14][CH2:26][C:25]2[C:20]([CH3:19])=[N:21][C:22]([CH3:28])=[CH:23][CH:24]=2)[CH:11]=1, predict the reactants needed to synthesize it. The reactants are: C[O:2][C:3](=[O:18])[CH2:4][C:5]1[C:9]2[C:10]([CH:15]([F:17])[F:16])=[CH:11][C:12]([OH:14])=[CH:13][C:8]=2[S:7][CH:6]=1.[CH3:19][C:20]1[C:25]([CH2:26]O)=[CH:24][CH:23]=[C:22]([CH3:28])[N:21]=1.C(P(CCCC)CCCC)CCC.C1CCN(C(N=NC(N2CCCCC2)=O)=O)CC1. (2) The reactants are: C[Si]([N-][Si](C)(C)C)(C)C.[Li+].[N:11]1([C:17]2[S:18][C:19]3[C:24](=[O:25])[N:23]=[CH:22][NH:21][C:20]=3[N:26]=2)[CH2:16][CH2:15][O:14][CH2:13][CH2:12]1.Br[CH2:28][C:29]1[CH:34]=[CH:33][CH:32]=[CH:31][C:30]=1[C:35]([F:38])([F:37])[F:36]. Given the product [N:11]1([C:17]2[S:18][C:19]3[C:24](=[O:25])[N:23]=[CH:22][N:21]([CH2:28][C:29]4[CH:34]=[CH:33][CH:32]=[CH:31][C:30]=4[C:35]([F:36])([F:37])[F:38])[C:20]=3[N:26]=2)[CH2:16][CH2:15][O:14][CH2:13][CH2:12]1, predict the reactants needed to synthesize it. (3) The reactants are: [Cl:1][C:2]1[CH:20]=[CH:19][CH:18]=[C:17]([Cl:21])[C:3]=1[CH2:4][N:5]1[C:10](=[O:11])[CH2:9][NH:8][C:7]2[N:12]=[CH:13][C:14](I)=[CH:15][C:6]1=2.[N:22]1([CH:27]2[CH2:32][CH2:31][N:30]([C:33]([C:35]3[CH:40]=[CH:39][C:38](B4OC(C)(C)C(C)(C)O4)=[CH:37][CH:36]=3)=[O:34])[CH2:29][CH2:28]2)[CH2:26][CH2:25][CH2:24][CH2:23]1. Given the product [Cl:1][C:2]1[CH:20]=[CH:19][CH:18]=[C:17]([Cl:21])[C:3]=1[CH2:4][N:5]1[C:10](=[O:11])[CH2:9][NH:8][C:7]2[N:12]=[CH:13][C:14]([C:38]3[CH:39]=[CH:40][C:35]([C:33]([N:30]4[CH2:29][CH2:28][CH:27]([N:22]5[CH2:23][CH2:24][CH2:25][CH2:26]5)[CH2:32][CH2:31]4)=[O:34])=[CH:36][CH:37]=3)=[CH:15][C:6]1=2, predict the reactants needed to synthesize it. (4) The reactants are: [H-].[Na+].[F:3][C:4]([F:37])([F:36])[O:5][C:6]1[CH:11]=[CH:10][C:9](/[CH:12]=[CH:13]/[C:14]2[O:15][CH:16]=[C:17]([CH2:19][O:20][C:21]3[CH:26]=[CH:25][C:24]([CH2:27][CH2:28][CH2:29][CH2:30][C:31]4[N:32]=[N:33][NH:34][CH:35]=4)=[CH:23][CH:22]=3)[N:18]=2)=[CH:8][CH:7]=1.Br[CH2:39][C:40]([O:42][CH3:43])=[O:41]. Given the product [CH3:43][O:42][C:40](=[O:41])[CH2:39][N:33]1[N:32]=[C:31]([CH2:30][CH2:29][CH2:28][CH2:27][C:24]2[CH:25]=[CH:26][C:21]([O:20][CH2:19][C:17]3[N:18]=[C:14](/[CH:13]=[CH:12]/[C:9]4[CH:10]=[CH:11][C:6]([O:5][C:4]([F:36])([F:3])[F:37])=[CH:7][CH:8]=4)[O:15][CH:16]=3)=[CH:22][CH:23]=2)[CH:35]=[N:34]1, predict the reactants needed to synthesize it.